This data is from Forward reaction prediction with 1.9M reactions from USPTO patents (1976-2016). The task is: Predict the product of the given reaction. (1) Given the reactants [Cl:1][C:2]1[CH:3]=[C:4]([CH:6]=[C:7]([F:9])[CH:8]=1)[NH2:5].Br.Br[CH:12]([C:14]1[CH:15]=[C:16]([C:31]([N:33]([CH3:35])[CH3:34])=[O:32])[CH:17]=[C:18]2[C:23]=1[O:22][C:21]([N:24]1[CH2:29][CH2:28][O:27][CH2:26][CH2:25]1)=[CH:20][C:19]2=[O:30])[CH3:13], predict the reaction product. The product is: [Cl:1][C:2]1[CH:3]=[C:4]([NH:5][CH:12]([C:14]2[CH:15]=[C:16]([C:31]([N:33]([CH3:35])[CH3:34])=[O:32])[CH:17]=[C:18]3[C:23]=2[O:22][C:21]([N:24]2[CH2:29][CH2:28][O:27][CH2:26][CH2:25]2)=[CH:20][C:19]3=[O:30])[CH3:13])[CH:6]=[C:7]([F:9])[CH:8]=1. (2) Given the reactants [C:1]1([CH2:7][CH2:8][CH2:9][CH2:10][C:11](Cl)=[O:12])[CH:6]=[CH:5][CH:4]=[CH:3][CH:2]=1.[O:14]1[CH2:18][CH2:17][O:16][CH:15]1[C:19]1[CH:20]=[C:21]([NH2:25])[CH:22]=[CH:23][CH:24]=1.C(N(CC)CC)C, predict the reaction product. The product is: [O:14]1[CH2:18][CH2:17][O:16][CH:15]1[C:19]1[CH:20]=[C:21]([NH:25][C:11](=[O:12])[CH2:10][CH2:9][CH2:8][CH2:7][C:1]2[CH:6]=[CH:5][CH:4]=[CH:3][CH:2]=2)[CH:22]=[CH:23][CH:24]=1. (3) Given the reactants [OH:1][C:2]1[CH:7]=[C:6]([C:8](=[O:20])[NH:9][C:10]2[CH:15]=[C:14]([C:16]([F:19])([F:18])[F:17])[CH:13]=[CH:12][N:11]=2)[CH:5]=[CH:4][C:3]=1B(O)O.Br[C:25]1[N:26]=[C:27]([C@@H:46]2[CH2:54][CH2:53][C@@H:52]3[N:48]([C:49](=[O:55])[CH2:50][CH2:51]3)[CH2:47]2)[N:28]2[CH:33]=[CH:32][N:31]=[C:30]([NH:34][CH2:35][C:36]3[CH:41]=[CH:40][C:39]([O:42][CH3:43])=[CH:38][C:37]=3[O:44][CH3:45])[C:29]=12.P([O-])([O-])([O-])=O.[K+].[K+].[K+].O1CCOCC1, predict the reaction product. The product is: [CH3:45][O:44][C:37]1[CH:38]=[C:39]([O:42][CH3:43])[CH:40]=[CH:41][C:36]=1[CH2:35][NH:34][C:30]1[C:29]2[N:28]([C:27]([C@@H:46]3[CH2:54][CH2:53][C@@H:52]4[N:48]([C:49](=[O:55])[CH2:50][CH2:51]4)[CH2:47]3)=[N:26][C:25]=2[C:3]2[CH:4]=[CH:5][C:6]([C:8]([NH:9][C:10]3[CH:15]=[C:14]([C:16]([F:19])([F:18])[F:17])[CH:13]=[CH:12][N:11]=3)=[O:20])=[CH:7][C:2]=2[OH:1])[CH:33]=[CH:32][N:31]=1. (4) Given the reactants Br[C:2]1[CH:3]=[C:4]2[C:10]([C:11]3[CH:12]=[C:13]4[C:17](=[CH:18][CH:19]=3)[NH:16][CH:15]=[CH:14]4)=[CH:9][N:8]([S:20]([C:23]3[CH:29]=[CH:28][C:26]([CH3:27])=[CH:25][CH:24]=3)(=[O:22])=[O:21])[C:5]2=[N:6][CH:7]=1.[CH:30]([C:32]1[CH:37]=[CH:36][C:35](B(O)O)=[CH:34][CH:33]=1)=[O:31].C(=O)([O-])[O-].[Na+].[Na+], predict the reaction product. The product is: [NH:16]1[C:17]2[C:13](=[CH:12][C:11]([C:10]3[C:4]4[C:5](=[N:6][CH:7]=[C:2]([C:35]5[CH:36]=[CH:37][C:32]([CH:30]=[O:31])=[CH:33][CH:34]=5)[CH:3]=4)[N:8]([S:20]([C:23]4[CH:24]=[CH:25][C:26]([CH3:27])=[CH:28][CH:29]=4)(=[O:21])=[O:22])[CH:9]=3)=[CH:19][CH:18]=2)[CH:14]=[CH:15]1. (5) Given the reactants [F:1][C:2]1[CH:3]=[C:4]2[C:10]([I:11])=[N:9][NH:8][C:5]2=[N:6][CH:7]=1.[F:12][C:13]1[CH:20]=[CH:19][CH:18]=[CH:17][C:14]=1[CH2:15]Br.C(=O)([O-])[O-].[Cs+].[Cs+].O, predict the reaction product. The product is: [F:1][C:2]1[CH:3]=[C:4]2[C:10]([I:11])=[N:9][N:8]([CH2:15][C:14]3[CH:17]=[CH:18][CH:19]=[CH:20][C:13]=3[F:12])[C:5]2=[N:6][CH:7]=1. (6) Given the reactants [O:1]1[CH:5]=[CH:4][N:3]=[C:2]1[CH2:6][O:7][C:8]1[CH:17]=[N:16][C:15]2[C:14](=O)[NH:13][CH:12]=[N:11][C:10]=2[CH:9]=1.C(N(CC)C(C)C)(C)C.P(Cl)(Cl)([Cl:30])=O.C([O-])(O)=O.[Na+], predict the reaction product. The product is: [Cl:30][C:14]1[C:15]2[N:16]=[CH:17][C:8]([O:7][CH2:6][C:2]3[O:1][CH:5]=[CH:4][N:3]=3)=[CH:9][C:10]=2[N:11]=[CH:12][N:13]=1. (7) Given the reactants C[O:2][C:3]1[CH:20]=[CH:19][C:6]([C:7]([NH:9][C:10]2[CH:11]=[C:12]([B:16]([OH:18])[OH:17])[CH:13]=[N:14][CH:15]=2)=[O:8])=[CH:5][CH:4]=1.B(Br)(Br)Br, predict the reaction product. The product is: [OH:2][C:3]1[CH:20]=[CH:19][C:6]([C:7]([NH:9][C:10]2[CH:11]=[C:12]([B:16]([OH:18])[OH:17])[CH:13]=[N:14][CH:15]=2)=[O:8])=[CH:5][CH:4]=1. (8) Given the reactants Cl.[NH:2]1[CH2:6][CH2:5][C@@H:4]([OH:7])[CH2:3]1.[Br:8][C:9]1[C:10]([CH3:16])=[N:11][C:12](Cl)=[N:13][CH:14]=1.CCN(C(C)C)C(C)C, predict the reaction product. The product is: [Br:8][C:9]1[C:10]([CH3:16])=[N:11][C:12]([N:2]2[CH2:6][CH2:5][C@@H:4]([OH:7])[CH2:3]2)=[N:13][CH:14]=1. (9) Given the reactants COC1C=CC(C[O:8][C:9](=[O:68])[CH:10]([NH:25][C:26]([NH:28][CH:29]([C:56]([O:58]CC2C=CC(OC)=CC=2)=[O:57])[CH2:30][CH2:31][CH2:32][CH2:33][NH:34][C:35]([C:37]2[CH:38]=[N:39][CH:40]=[C:41]([Sn](CCCC)(CCCC)CCCC)[CH:42]=2)=[O:36])=[O:27])[CH2:11][CH2:12][C:13]([O:15]CC2C=CC(OC)=CC=2)=[O:14])=CC=1.C(O)(=O)C.[I-:75].[Na+].ClN1C(=O)CCC1=O, predict the reaction product. The product is: [C:56]([CH:29]([NH:28][C:26](=[O:27])[NH:25][CH:10]([CH2:11][CH2:12][C:13]([OH:15])=[O:14])[C:9]([OH:8])=[O:68])[CH2:30][CH2:31][CH2:32][CH2:33][NH:34][C:35]([C:37]1[CH:38]=[N:39][CH:40]=[C:41]([I:75])[CH:42]=1)=[O:36])([OH:58])=[O:57].